Dataset: Forward reaction prediction with 1.9M reactions from USPTO patents (1976-2016). Task: Predict the product of the given reaction. (1) Given the reactants Br[C:2]([CH3:11])=[C:3]([C:5]1[CH:10]=[CH:9][N:8]=[CH:7][CH:6]=1)[CH3:4].P([O-])([O-])([O-])=O.[K+].[K+].[K+].N1CCC[C@H]1C(O)=O.[CH3:28][N:29]1[CH2:42][CH2:41][C:32]2[NH:33][C:34]3[CH:35]=[CH:36][C:37]([CH3:40])=[CH:38][C:39]=3[C:31]=2[CH2:30]1, predict the reaction product. The product is: [CH3:28][N:29]1[CH2:42][CH2:41][C:32]2[N:33](/[C:2](=[C:3](/[C:5]3[CH:10]=[CH:9][N:8]=[CH:7][CH:6]=3)\[CH3:4])/[CH3:11])[C:34]3[CH:35]=[CH:36][C:37]([CH3:40])=[CH:38][C:39]=3[C:31]=2[CH2:30]1. (2) Given the reactants [Cl:1][C:2]1[CH:3]=[C:4]([N:10]2[C:14]([CH3:15])=[C:13]([O:16][C:17]3[CH:25]=[CH:24][C:20]([C:21]([OH:23])=O)=[CH:19][CH:18]=3)[C:12]([CH3:26])=[N:11]2)[CH:5]=[CH:6][C:7]=1[C:8]#[N:9].[CH3:27][C@H:28]1[O:33][C@@H:32]([CH3:34])[CH2:31][NH:30][CH2:29]1, predict the reaction product. The product is: [Cl:1][C:2]1[CH:3]=[C:4]([N:10]2[C:14]([CH3:15])=[C:13]([O:16][C:17]3[CH:18]=[CH:19][C:20]([C:21]([N:30]4[CH2:29][C@H:28]([CH3:27])[O:33][C@H:32]([CH3:34])[CH2:31]4)=[O:23])=[CH:24][CH:25]=3)[C:12]([CH3:26])=[N:11]2)[CH:5]=[CH:6][C:7]=1[C:8]#[N:9]. (3) Given the reactants [F:1][C:2]1[CH:7]=[CH:6][C:5]([C:8](=[O:27])[CH:9]([CH2:15][C:16]2[CH:21]=[CH:20][CH:19]=[C:18]([O:22][C:23]([F:26])([F:25])[F:24])[CH:17]=2)[C:10]([O:12][CH2:13][CH3:14])=[O:11])=[CH:4][CH:3]=1.Cl, predict the reaction product. The product is: [F:1][C:2]1[CH:7]=[CH:6][C:5]([CH:8]([OH:27])[CH:9]([CH2:15][C:16]2[CH:21]=[CH:20][CH:19]=[C:18]([O:22][C:23]([F:25])([F:26])[F:24])[CH:17]=2)[C:10]([O:12][CH2:13][CH3:14])=[O:11])=[CH:4][CH:3]=1. (4) Given the reactants [CH3:1][O:2][C:3]1[C:11]2[O:10][CH:9]=[C:8]([CH2:12][C:13]([CH3:15])=O)[C:7]=2[CH:6]=[CH:5][CH:4]=1.N1CC=C([N:22]2[C:30]3[C:25](=[CH:26][CH:27]=[C:28]([F:31])[CH:29]=3)[CH:24]=[CH:23]2)CC1.C(O[BH-](O[C:42](=O)[CH3:43])OC(=O)C)(=O)C.[Na+], predict the reaction product. The product is: [CH3:1][O:2][C:3]1[C:11]2[O:10][CH:9]=[C:8]([CH2:12][CH:13]([N:22]3[CH2:43][CH:42]=[C:25]([C:24]4[C:25]5[C:30](=[CH:29][C:28]([F:31])=[CH:27][CH:26]=5)[NH:22][CH:23]=4)[CH2:24][CH2:23]3)[CH3:15])[C:7]=2[CH:6]=[CH:5][CH:4]=1. (5) Given the reactants [N+:1](=[CH2:3])=[N-:2].CCOCC.[C:9]1([CH2:15][CH2:16][CH2:17][CH2:18][C:19]2[O:23][C:22]([C:24](Cl)=[O:25])=[CH:21][CH:20]=2)[CH:14]=[CH:13][CH:12]=[CH:11][CH:10]=1, predict the reaction product. The product is: [N+:1](=[CH:3][C:24]([C:22]1[O:23][C:19]([CH2:18][CH2:17][CH2:16][CH2:15][C:9]2[CH:10]=[CH:11][CH:12]=[CH:13][CH:14]=2)=[CH:20][CH:21]=1)=[O:25])=[N-:2]. (6) Given the reactants COC(N[C@H:6]([C:11](O)=O)[C:7]([CH3:10])([CH3:9])C)=O.C[N:15]1[CH2:20][CH2:19]OCC1.[Cl:21]C(O[CH2:25][CH:26](C)C)=O.[CH2:29](Cl)Cl, predict the reaction product. The product is: [ClH:21].[NH2:15][C@@H:20]([CH2:10][C:7]1[CH:6]=[CH:11][CH:26]=[CH:25][CH:9]=1)[CH:19]=[CH2:29].